From a dataset of NCI-60 drug combinations with 297,098 pairs across 59 cell lines. Regression. Given two drug SMILES strings and cell line genomic features, predict the synergy score measuring deviation from expected non-interaction effect. (1) Cell line: MALME-3M. Synergy scores: CSS=8.17, Synergy_ZIP=-2.77, Synergy_Bliss=-3.56, Synergy_Loewe=-3.30, Synergy_HSA=-4.08. Drug 2: C1=CN(C=N1)CC(O)(P(=O)(O)O)P(=O)(O)O. Drug 1: C(CC(=O)O)C(=O)CN.Cl. (2) Drug 1: C1=CN(C(=O)N=C1N)C2C(C(C(O2)CO)O)O.Cl. Drug 2: CN1C2=C(C=C(C=C2)N(CCCl)CCCl)N=C1CCCC(=O)O.Cl. Cell line: OVCAR-5. Synergy scores: CSS=25.4, Synergy_ZIP=-3.32, Synergy_Bliss=0.623, Synergy_Loewe=-24.1, Synergy_HSA=-0.157. (3) Drug 1: CCC1(C2=C(COC1=O)C(=O)N3CC4=CC5=C(C=CC(=C5CN(C)C)O)N=C4C3=C2)O.Cl. Drug 2: CC1C(C(CC(O1)OC2CC(CC3=C2C(=C4C(=C3O)C(=O)C5=C(C4=O)C(=CC=C5)OC)O)(C(=O)CO)O)N)O.Cl. Cell line: COLO 205. Synergy scores: CSS=59.6, Synergy_ZIP=-11.1, Synergy_Bliss=-13.6, Synergy_Loewe=-9.99, Synergy_HSA=-8.31. (4) Drug 1: CCC1=CC2CC(C3=C(CN(C2)C1)C4=CC=CC=C4N3)(C5=C(C=C6C(=C5)C78CCN9C7C(C=CC9)(C(C(C8N6C)(C(=O)OC)O)OC(=O)C)CC)OC)C(=O)OC.C(C(C(=O)O)O)(C(=O)O)O. Drug 2: CC1=C(N=C(N=C1N)C(CC(=O)N)NCC(C(=O)N)N)C(=O)NC(C(C2=CN=CN2)OC3C(C(C(C(O3)CO)O)O)OC4C(C(C(C(O4)CO)O)OC(=O)N)O)C(=O)NC(C)C(C(C)C(=O)NC(C(C)O)C(=O)NCCC5=NC(=CS5)C6=NC(=CS6)C(=O)NCCC[S+](C)C)O. Cell line: NCI-H322M. Synergy scores: CSS=39.9, Synergy_ZIP=-0.574, Synergy_Bliss=-0.931, Synergy_Loewe=-0.699, Synergy_HSA=-1.11. (5) Drug 1: C1C(C(OC1N2C=NC3=C(N=C(N=C32)Cl)N)CO)O. Drug 2: CC1C(C(CC(O1)OC2CC(CC3=C2C(=C4C(=C3O)C(=O)C5=CC=CC=C5C4=O)O)(C(=O)C)O)N)O. Cell line: SW-620. Synergy scores: CSS=44.5, Synergy_ZIP=-7.28, Synergy_Bliss=-9.84, Synergy_Loewe=-4.98, Synergy_HSA=-3.48. (6) Drug 2: CN(CC1=CN=C2C(=N1)C(=NC(=N2)N)N)C3=CC=C(C=C3)C(=O)NC(CCC(=O)O)C(=O)O. Drug 1: CNC(=O)C1=NC=CC(=C1)OC2=CC=C(C=C2)NC(=O)NC3=CC(=C(C=C3)Cl)C(F)(F)F. Synergy scores: CSS=53.4, Synergy_ZIP=6.73, Synergy_Bliss=7.47, Synergy_Loewe=-29.6, Synergy_HSA=4.61. Cell line: KM12. (7) Drug 1: CCCS(=O)(=O)NC1=C(C(=C(C=C1)F)C(=O)C2=CNC3=C2C=C(C=N3)C4=CC=C(C=C4)Cl)F. Drug 2: CC(C)(C#N)C1=CC(=CC(=C1)CN2C=NC=N2)C(C)(C)C#N. Cell line: MOLT-4. Synergy scores: CSS=2.08, Synergy_ZIP=1.36, Synergy_Bliss=2.73, Synergy_Loewe=0.225, Synergy_HSA=0.127. (8) Drug 1: CC12CCC(CC1=CCC3C2CCC4(C3CC=C4C5=CN=CC=C5)C)O. Drug 2: CCC(=C(C1=CC=CC=C1)C2=CC=C(C=C2)OCCN(C)C)C3=CC=CC=C3.C(C(=O)O)C(CC(=O)O)(C(=O)O)O. Cell line: OVCAR-4. Synergy scores: CSS=9.88, Synergy_ZIP=-0.0109, Synergy_Bliss=1.66, Synergy_Loewe=-1.47, Synergy_HSA=1.78.